From a dataset of Reaction yield outcomes from USPTO patents with 853,638 reactions. Predict the reaction yield, written as a fraction of the theoretical maximum amount of product (1.0 means a 100% yield; for example, 0.34 means a 34% yield). (1) The reactants are Cl[CH2:2][C:3]1[N:4]=[C:5]([CH:8]([CH3:10])[CH3:9])[S:6][CH:7]=1.CCN(C(C)C)C(C)C.[C:20]([N:27]1[CH2:32][CH2:31][NH:30][CH2:29][CH2:28]1)([O:22][C:23]([CH3:26])([CH3:25])[CH3:24])=[O:21]. The catalyst is C(Cl)Cl.CCOC(C)=O. The product is [CH:8]([C:5]1[S:6][CH:7]=[C:3]([CH2:2][N:30]2[CH2:29][CH2:28][N:27]([C:20]([O:22][C:23]([CH3:26])([CH3:25])[CH3:24])=[O:21])[CH2:32][CH2:31]2)[N:4]=1)([CH3:10])[CH3:9]. The yield is 0.650. (2) The reactants are C(OC([N:8]1[C@@H:12]([CH2:13][N:14]2[C:18]([C:19](OCC)=[O:20])=[CH:17][C:16]([CH2:24][O:25][C:26]3[CH:31]=[CH:30][CH:29]=[CH:28][CH:27]=3)=[N:15]2)[CH2:11][O:10]C1(C)C)=O)(C)(C)C.C([O-])([O-])=O.[K+].[K+]. The catalyst is Cl.O1CCOCC1.C(Cl)Cl. The product is [OH:10][CH2:11][C@@H:12]1[CH2:13][N:14]2[N:15]=[C:16]([CH2:24][O:25][C:26]3[CH:31]=[CH:30][CH:29]=[CH:28][CH:27]=3)[CH:17]=[C:18]2[C:19](=[O:20])[NH:8]1. The yield is 0.610. (3) The reactants are [F:1][C:2]1[CH:7]=[C:6]([C:8]2(O)[CH2:12][CH2:11][O:10][CH2:9]2)[CH:5]=[C:4]([F:14])[C:3]=1[C:15]1[S:16][CH:17]=[C:18]([C:20]([O:22][CH3:23])=[O:21])[N:19]=1.FC1C=C(C2(O)CCOC2)C=C(F)C=1C1SC=C(C(O)=O)N=1.FC(F)(F)C(O)=O. The catalyst is ClCCl. The product is [O:10]1[CH2:11][CH:12]=[C:8]([C:6]2[CH:7]=[C:2]([F:1])[C:3]([C:15]3[S:16][CH:17]=[C:18]([C:20]([O:22][CH3:23])=[O:21])[N:19]=3)=[C:4]([F:14])[CH:5]=2)[CH2:9]1. The yield is 0.240.